From a dataset of Catalyst prediction with 721,799 reactions and 888 catalyst types from USPTO. Predict which catalyst facilitates the given reaction. (1) Reactant: ClP(COC)(C1C=CC=CC=1)(C1C=CC=CC=1)C1C=CC=CC=1.[CH2:24]1[CH2:28][O:27][CH2:26][CH2:25]1.CC(C)([O-])C.[K+].[F:35][C:36]1[CH:37]=[C:38]([CH:44]2[CH2:49][CH2:48][CH:47]([CH:50]3[CH2:55]CC(=O)[CH2:52][CH2:51]3)[CH2:46][CH2:45]2)[CH:39]=[C:40]([F:43])[C:41]=1[F:42]. Product: [CH3:26][O:27][CH:28]=[C:24]1[CH2:25][CH2:55][CH:50]([CH:47]2[CH2:46][CH2:45][CH:44]([C:38]3[CH:39]=[C:40]([F:43])[C:41]([F:42])=[C:36]([F:35])[CH:37]=3)[CH2:49][CH2:48]2)[CH2:51][CH2:52]1. The catalyst class is: 6. (2) Reactant: [CH2:1]([N:3]1[CH2:8][CH2:7][N:6]([C:9]2[C:18]3[C:13](=[CH:14][CH:15]=[CH:16][CH:17]=3)[CH:12]=[C:11]([C:19]3[CH:20]=[C:21]4[C:25](=[CH:26][CH:27]=3)[C:24](=[O:28])[CH2:23][CH2:22]4)[N:10]=2)[CH2:5][CH2:4]1)[CH3:2].[BH4-].[Na+]. Product: [CH2:1]([N:3]1[CH2:8][CH2:7][N:6]([C:9]2[C:18]3[C:13](=[CH:14][CH:15]=[CH:16][CH:17]=3)[CH:12]=[C:11]([C:19]3[CH:20]=[C:21]4[C:25](=[CH:26][CH:27]=3)[CH:24]([OH:28])[CH2:23][CH2:22]4)[N:10]=2)[CH2:5][CH2:4]1)[CH3:2]. The catalyst class is: 5. (3) Reactant: F[C:2]1[CH:7]=[CH:6][C:5]([N+:8]([O-:10])=[O:9])=[CH:4][CH:3]=1.[CH3:11][S:12]([C:15]1[N:20]=[CH:19][C:18]([OH:21])=[CH:17][CH:16]=1)(=[O:14])=[O:13].C(=O)([O-])[O-].[K+].[K+].O. Product: [CH3:11][S:12]([C:15]1[CH:16]=[CH:17][C:18]([O:21][C:2]2[CH:7]=[CH:6][C:5]([N+:8]([O-:10])=[O:9])=[CH:4][CH:3]=2)=[CH:19][N:20]=1)(=[O:14])=[O:13]. The catalyst class is: 9. (4) Reactant: [CH2:1]([C:3]1[CH:8]=[C:7]([C:9]2[S:10][CH:11]=[C:12]([CH2:14][C:15]([O:17][CH3:18])=[O:16])[N:13]=2)[CH:6]=[CH:5][N:4]=1)[CH3:2].[F:19][C:20]1[CH:21]=[CH:22][C:23]([N+:28]([O-:30])=[O:29])=[C:24]([CH:27]=1)[CH2:25]Br.[NH4+].[Cl-]. Product: [CH2:1]([C:3]1[CH:8]=[C:7]([C:9]2[S:10][CH:11]=[C:12]([CH:14]([CH2:25][C:24]3[CH:27]=[C:20]([F:19])[CH:21]=[CH:22][C:23]=3[N+:28]([O-:30])=[O:29])[C:15]([O:17][CH3:18])=[O:16])[N:13]=2)[CH:6]=[CH:5][N:4]=1)[CH3:2]. The catalyst class is: 11. (5) Reactant: [O:1]1[CH2:6][CH:5]=[C:4]([C:7]2[CH:8]=[C:9]([CH:30]=[CH:31][N:32]=2)[C:10]([NH:12][C:13]2[S:14][C:15]3[C:21]([CH:22]4[CH2:27][O:26][CH2:25][CH2:24][O:23]4)=[CH:20][CH:19]=[C:18]([O:28][CH3:29])[C:16]=3[N:17]=2)=[O:11])[CH2:3][CH2:2]1. Product: [O:23]1[CH2:24][CH2:25][O:26][CH2:27][CH:22]1[C:21]1[C:15]2[S:14][C:13]([NH:12][C:10](=[O:11])[C:9]3[CH:30]=[CH:31][N:32]=[C:7]([CH:4]4[CH2:3][CH2:2][O:1][CH2:6][CH2:5]4)[CH:8]=3)=[N:17][C:16]=2[C:18]([O:28][CH3:29])=[CH:19][CH:20]=1. The catalyst class is: 886. (6) Reactant: [P:1]([O:19][C:20]([C:23]1[N:28]=[CH:27][C:26]([C:29]2[C:43]([F:44])=[C:42]([C@H:45]3[CH2:49][CH2:48][CH2:47][O:46]3)[C:32]3[NH:33][C:34]([NH:36][C:37]([NH:39][CH2:40][CH3:41])=[O:38])=[N:35][C:31]=3[CH:30]=2)=[CH:25][N:24]=1)([CH3:22])[CH3:21])([O:11]CC1C=CC=CC=1)([O:3]CC1C=CC=CC=1)=[O:2].CCO.[OH-].[Na+:54]. Product: [P:1]([O-:11])([O-:3])([O:19][C:20]([C:23]1[N:28]=[CH:27][C:26]([C:29]2[C:43]([F:44])=[C:42]([C@H:45]3[CH2:49][CH2:48][CH2:47][O:46]3)[C:32]3[NH:33][C:34]([NH:36][C:37]([NH:39][CH2:40][CH3:41])=[O:38])=[N:35][C:31]=3[CH:30]=2)=[CH:25][N:24]=1)([CH3:21])[CH3:22])=[O:2].[Na+:54].[Na+:54]. The catalyst class is: 386. (7) Reactant: [CH2:1]([O:8][CH2:9][CH:10]1[CH2:12][NH:11]1)[C:2]1[CH:7]=[CH:6][CH:5]=[CH:4][CH:3]=1.C(N(CC)C(C)C)(C)C.Br[CH2:23][C:24]([O:26][CH2:27]C)=[O:25]. Product: [CH2:1]([O:8][CH2:9][CH:10]1[CH2:12][N:11]1[CH2:23][C:24]([O:26][CH3:27])=[O:25])[C:2]1[CH:7]=[CH:6][CH:5]=[CH:4][CH:3]=1. The catalyst class is: 4. (8) Reactant: [F:1][C:2]1[CH:7]=[CH:6][C:5]([N:8]2[C:12]([CH3:13])=[C:11]([CH2:14][C:15]([OH:17])=O)[C:10]([CH3:18])=[N:9]2)=[CH:4][CH:3]=1.CCN=C=NCCCN(C)C.Cl.ON1C2C=CC=CC=2N=N1.C(N1CCOCC1)C.[Cl:49][C:50]1[CH:55]=[C:54]([F:56])[CH:53]=[CH:52][C:51]=1[CH2:57][NH2:58]. Product: [Cl:49][C:50]1[CH:55]=[C:54]([F:56])[CH:53]=[CH:52][C:51]=1[CH2:57][NH:58][C:15](=[O:17])[CH2:14][C:11]1[C:10]([CH3:18])=[N:9][N:8]([C:5]2[CH:4]=[CH:3][C:2]([F:1])=[CH:7][CH:6]=2)[C:12]=1[CH3:13]. The catalyst class is: 204.